Dataset: Forward reaction prediction with 1.9M reactions from USPTO patents (1976-2016). Task: Predict the product of the given reaction. (1) The product is: [C:1]([O:5][C:6](=[O:22])[NH:7][C:8]1[CH:13]=[C:12]([O:14][CH2:15][CH3:16])[C:11]([C:17]([F:20])([F:19])[F:18])=[CH:10][C:9]=1[NH:21][C:28](=[O:27])[CH2:29][C:30]([C:32]1[CH:37]=[CH:36][CH:35]=[C:34]([C:38]2[CH:39]=[N:40][C:41]([CH3:45])=[CH:42][C:43]=2[CH3:44])[CH:33]=1)=[O:31])([CH3:2])([CH3:3])[CH3:4]. Given the reactants [C:1]([O:5][C:6](=[O:22])[NH:7][C:8]1[CH:13]=[C:12]([O:14][CH2:15][CH3:16])[C:11]([C:17]([F:20])([F:19])[F:18])=[CH:10][C:9]=1[NH2:21])([CH3:4])([CH3:3])[CH3:2].C([O:27][C:28](=O)[CH2:29][C:30]([C:32]1[CH:37]=[CH:36][CH:35]=[C:34]([C:38]2[CH:39]=[N:40][C:41]([CH3:45])=[CH:42][C:43]=2[CH3:44])[CH:33]=1)=[O:31])(C)(C)C, predict the reaction product. (2) Given the reactants C(OC([N:8]1[CH2:15][C:14]2[C:10](=[N:11][NH:12][C:13]=2[NH2:16])[CH2:9]1)=O)(C)(C)C.[Cl:17][CH:18]([CH:22](OCC)OCC)[C:19](=O)[CH3:20], predict the reaction product. The product is: [Cl:17][C:18]1[C:19]([CH3:20])=[N:16][C:13]2[N:12]([N:11]=[C:10]3[CH2:9][NH:8][CH2:15][C:14]3=2)[CH:22]=1. (3) The product is: [F:36][C:37]([F:50])([F:49])[S:38]([O:9][CH2:8][C:7]([F:35])([F:6])[C:10]([F:33])([F:34])[C:11]([F:31])([F:32])[C:12]([F:29])([F:30])[C:13]([F:27])([F:28])[C:14]([F:25])([F:26])[C:15]([F:24])([F:23])[C:16]([F:22])([F:21])[C:17]([F:20])([F:19])[F:18])(=[O:40])=[O:39]. Given the reactants C(OCC)C.[F:6][C:7]([F:35])([C:10]([F:34])([F:33])[C:11]([F:32])([F:31])[C:12]([F:30])([F:29])[C:13]([F:28])([F:27])[C:14]([F:26])([F:25])[C:15]([F:24])([F:23])[C:16]([F:22])([F:21])[C:17]([F:20])([F:19])[F:18])[CH2:8][OH:9].[F:36][C:37]([F:50])([F:49])[S:38](O[S:38]([C:37]([F:50])([F:49])[F:36])(=[O:40])=[O:39])(=[O:40])=[O:39].Cl, predict the reaction product. (4) Given the reactants [NH2:1][C:2]1[CH:30]=[CH:29][C:5]2[NH:6][C:7]([C:12]3[C:13](=[O:28])[N:14]([CH2:23][CH2:24][CH:25]([CH3:27])[CH3:26])[C:15]4[C:20]([C:21]=3[OH:22])=[CH:19][CH:18]=[CH:17][N:16]=4)=[N:8][S:9](=[O:11])(=[O:10])[C:4]=2[CH:3]=1.[Cl:31][C:32]1[S:33][C:34]([S:38](Cl)(=[O:40])=[O:39])=[CH:35][C:36]=1[Cl:37], predict the reaction product. The product is: [Cl:37][C:36]1[CH:35]=[C:34]([S:38]([NH:1][C:2]2[CH:30]=[CH:29][C:5]3[NH:6][C:7]([C:12]4[C:13](=[O:28])[N:14]([CH2:23][CH2:24][CH:25]([CH3:27])[CH3:26])[C:15]5[C:20]([C:21]=4[OH:22])=[CH:19][CH:18]=[CH:17][N:16]=5)=[N:8][S:9](=[O:11])(=[O:10])[C:4]=3[CH:3]=2)(=[O:40])=[O:39])[S:33][C:32]=1[Cl:31]. (5) Given the reactants C(NC(C)C)(C)C.[Li]CCCC.CN(P(N(C)C)(N(C)C)=O)C.[S:24]1[CH:28]=[CH:27][C:26]([C:29]([OH:31])=[O:30])=[CH:25]1.CON(C)[C:35]([C:37]1[CH:42]=[CH:41][N:40]=[CH:39][CH:38]=1)=[O:36], predict the reaction product. The product is: [C:35]([C:25]1[S:24][CH:28]=[CH:27][C:26]=1[C:29]([OH:31])=[O:30])(=[O:36])[C:37]1[CH:42]=[CH:41][N:40]=[CH:39][CH:38]=1. (6) Given the reactants [C:1]([O:5][C:6]([NH:8][CH:9]([C:13]([F:16])([F:15])[F:14])[C:10](O)=[O:11])=[O:7])([CH3:4])([CH3:3])[CH3:2].CN1CCOCC1.ClC(OCC)=O.[BH4-].[Na+], predict the reaction product. The product is: [F:14][C:13]([F:15])([F:16])[CH:9]([NH:8][C:6](=[O:7])[O:5][C:1]([CH3:2])([CH3:4])[CH3:3])[CH2:10][OH:11]. (7) The product is: [CH3:5][O:6][CH2:7][CH2:8][O:9][CH2:10][CH2:11][O:12][C:13]1[N:18]=[C:17]([NH2:19])[N:16]=[C:15]([NH2:20])[C:14]=1[N:1]=[O:3]. Given the reactants [N:1]([O-:3])=O.[Na+].[CH3:5][O:6][CH2:7][CH2:8][O:9][CH2:10][CH2:11][O:12][C:13]1[N:18]=[C:17]([NH2:19])[N:16]=[C:15]([NH2:20])[CH:14]=1, predict the reaction product. (8) Given the reactants [Cl:1][C:2]1[CH:7]=[CH:6][C:5]([C@H:8]2[N:15]3[C:11]([S:12][C:13]([C:19]([N:21]4[CH2:28][CH2:27][CH2:26][C@H:22]4[C:23](O)=[O:24])=[O:20])=[C:14]3[CH:16]([CH3:18])[CH3:17])=[N:10][C@:9]2([C:30]2[CH:35]=[CH:34][C:33]([Cl:36])=[CH:32][CH:31]=2)[CH3:29])=[CH:4][CH:3]=1.[C:37]([N:40]1[CH2:45][CH2:44][NH:43][CH2:42][CH2:41]1)(=[O:39])[CH3:38], predict the reaction product. The product is: [C:37]([N:40]1[CH2:45][CH2:44][N:43]([C:23]([C@@H:22]2[CH2:26][CH2:27][CH2:28][N:21]2[C:19]([C:13]2[S:12][C:11]3=[N:10][C@:9]([C:30]4[CH:31]=[CH:32][C:33]([Cl:36])=[CH:34][CH:35]=4)([CH3:29])[C@@H:8]([C:5]4[CH:4]=[CH:3][C:2]([Cl:1])=[CH:7][CH:6]=4)[N:15]3[C:14]=2[CH:16]([CH3:18])[CH3:17])=[O:20])=[O:24])[CH2:42][CH2:41]1)(=[O:39])[CH3:38]. (9) Given the reactants [CH:1]1([CH2:7][CH2:8][N:9]([C:11]2[CH:16]=[CH:15][C:14]([CH3:17])=[CH:13][CH:12]=2)N)[CH2:6][CH2:5][CH2:4][CH2:3][CH2:2]1.CCO.C(O[CH:24](OCC)[CH2:25][CH2:26][CH2:27][NH:28][CH3:29])C, predict the reaction product. The product is: [CH:1]1([CH2:7][CH2:8][N:9]2[C:11]3[C:16](=[CH:15][C:14]([CH3:17])=[CH:13][CH:12]=3)[C:25]([CH2:26][CH2:27][NH:28][CH3:29])=[CH:24]2)[CH2:6][CH2:5][CH2:4][CH2:3][CH2:2]1. (10) Given the reactants [CH3:1][C:2]1[CH:7]=[CH:6][C:5](OS(C(F)(F)F)(=O)=O)=[C:4]([N+:16]([O-:18])=[O:17])[CH:3]=1.[F:19][C:20]1[CH:25]=[CH:24][C:23]([SH:26])=[CH:22][CH:21]=1, predict the reaction product. The product is: [F:19][C:20]1[CH:25]=[CH:24][C:23]([S:26][C:5]2[CH:6]=[CH:7][C:2]([CH3:1])=[CH:3][C:4]=2[N+:16]([O-:18])=[O:17])=[CH:22][CH:21]=1.